From a dataset of Reaction yield outcomes from USPTO patents with 853,638 reactions. Predict the reaction yield, written as a fraction of the theoretical maximum amount of product (1.0 means a 100% yield; for example, 0.34 means a 34% yield). (1) The reactants are [Cl:1][C:2]1[C:7]([CH:8]=[O:9])=[CH:6][N:5]=[C:4]2[NH:10][CH:11]=[CH:12][C:3]=12.[H-].[Na+].[CH3:15][C:16]1[CH:21]=[CH:20][C:19]([S:22](Cl)(=[O:24])=[O:23])=[CH:18][CH:17]=1. The catalyst is CN(C=O)C. The product is [Cl:1][C:2]1[C:7]([CH:8]=[O:9])=[CH:6][N:5]=[C:4]2[N:10]([S:22]([C:19]3[CH:20]=[CH:21][C:16]([CH3:15])=[CH:17][CH:18]=3)(=[O:24])=[O:23])[CH:11]=[CH:12][C:3]=12. The yield is 0.870. (2) The reactants are N(OC(C)(C)C)=O.N[C:9]1[S:10][C:11]2[CH:17]=[C:16]([C:18]([F:21])([F:20])[F:19])[CH:15]=[CH:14][C:12]=2[N:13]=1.[ClH:22]. The catalyst is C(#N)C.[Cu]. The product is [Cl:22][C:9]1[S:10][C:11]2[CH:17]=[C:16]([C:18]([F:21])([F:20])[F:19])[CH:15]=[CH:14][C:12]=2[N:13]=1. The yield is 0.920. (3) The reactants are [CH2:1]([N:8]1[C:16]2[C:11](=[CH:12][C:13](Br)=[CH:14][CH:15]=2)[CH:10]=[CH:9]1)[C:2]1[CH:7]=[CH:6][CH:5]=[CH:4][CH:3]=1.[F:18][C:19]([F:31])([F:30])[O:20][C:21]1[CH:22]=[C:23](B(O)O)[CH:24]=[CH:25][CH:26]=1.C(=O)([O-])[O-].[K+].[K+]. The catalyst is [Br-].C([N+](CCCC)(CCCC)CCCC)CCC.O.C1COCC1.C([O-])(=O)C.[Pd+2].C([O-])(=O)C. The product is [CH2:1]([N:8]1[C:16]2[C:11](=[CH:12][C:13]([C:23]3[CH:24]=[CH:25][CH:26]=[C:21]([O:20][C:19]([F:18])([F:30])[F:31])[CH:22]=3)=[CH:14][CH:15]=2)[CH:10]=[CH:9]1)[C:2]1[CH:7]=[CH:6][CH:5]=[CH:4][CH:3]=1. The yield is 0.380. (4) The reactants are [Cl:1][C:2]1[CH:3]=[C:4]([C@H:9]2[C@H:14]([N:15]([CH3:28])[C:16]([C:18]3[CH:23]=[CH:22][C:21]([C:24]([F:27])([F:26])[F:25])=[CH:20][N:19]=3)=[O:17])[CH2:13][CH2:12][N:11]([C:29]([C:31]3[NH:32][C:33]4[C:34](=[O:40])[CH2:35][CH2:36][CH2:37][C:38]=4[CH:39]=3)=[O:30])[CH2:10]2)[CH:5]=[CH:6][C:7]=1[Cl:8].[H-].[Na+].[CH3:43]I.O. The catalyst is CN(C=O)C. The product is [Cl:1][C:2]1[CH:3]=[C:4]([C@H:9]2[C@H:14]([N:15]([CH3:28])[C:16]([C:18]3[CH:23]=[CH:22][C:21]([C:24]([F:26])([F:25])[F:27])=[CH:20][N:19]=3)=[O:17])[CH2:13][CH2:12][N:11]([C:29]([C:31]3[N:32]([CH3:43])[C:33]4[C:34](=[O:40])[CH2:35][CH2:36][CH2:37][C:38]=4[CH:39]=3)=[O:30])[CH2:10]2)[CH:5]=[CH:6][C:7]=1[Cl:8]. The yield is 0.330. (5) The reactants are Cl[C:2]1[N:3]=[C:4]2[C:9](=[CH:10][CH:11]=1)[N:8]=[CH:7][C:6]([C:12](=[O:14])[CH3:13])=[C:5]2[NH:15][CH:16]1[CH2:21][CH2:20][CH:19]([CH2:22][N:23]2[CH2:28][CH2:27][O:26][CH2:25][CH2:24]2)[CH2:18][CH2:17]1.[Cl:29][C:30]1[CH:35]=[C:34](B2OC(C)(C)C(C)(C)O2)[CH:33]=[C:32]([Cl:45])[C:31]=1[OH:46]. No catalyst specified. The product is [Cl:29][C:30]1[CH:35]=[C:34]([C:2]2[N:3]=[C:4]3[C:9](=[CH:10][CH:11]=2)[N:8]=[CH:7][C:6]([C:12](=[O:14])[CH3:13])=[C:5]3[NH:15][C@H:16]2[CH2:17][CH2:18][C@H:19]([CH2:22][N:23]3[CH2:24][CH2:25][O:26][CH2:27][CH2:28]3)[CH2:20][CH2:21]2)[CH:33]=[C:32]([Cl:45])[C:31]=1[OH:46]. The yield is 0.530. (6) The reactants are [O:1]([CH:8]1[CH2:17][CH2:16][C:11]2(OCC[O:12]2)[CH2:10][CH2:9]1)[C:2]1[CH:7]=[CH:6][CH:5]=[CH:4][CH:3]=1. The yield is 0.920. The catalyst is C1COCC1.Cl. The product is [O:1]([CH:8]1[CH2:9][CH2:10][C:11](=[O:12])[CH2:16][CH2:17]1)[C:2]1[CH:7]=[CH:6][CH:5]=[CH:4][CH:3]=1. (7) The reactants are [F:1][C:2]1[CH:7]=[CH:6][C:5]([PH:8](=[O:10])[O-:9])=[CH:4][CH:3]=1.Br[C:12]1[CH:17]=[CH:16][C:15]([O:18][CH:19]([CH3:21])[CH3:20])=[C:14]([CH:22]=[CH2:23])[CH:13]=1.[CH2:24](N(CC)CC)[CH3:25]. The catalyst is C(#N)C.C([O-])(=O)C.[Pd+2].C([O-])(=O)C.C1(P(C2C=CC=CC=2)[C-]2C=CC=C2)C=CC=CC=1.[C-]1(P(C2C=CC=CC=2)C2C=CC=CC=2)C=CC=C1.[Fe+2]. The product is [F:1][C:2]1[CH:7]=[CH:6][C:5]([P:8]([C:12]2[CH:17]=[CH:16][C:15]([O:18][CH:19]([CH3:21])[CH3:20])=[C:14]([CH:22]=[CH2:23])[CH:13]=2)(=[O:9])[O:10][CH2:24][CH3:25])=[CH:4][CH:3]=1. The yield is 0.820. (8) The reactants are Cl.Cl.[Cl:3][C:4]1[C:9]([NH:10][S:11]([CH3:14])(=[O:13])=[O:12])=[CH:8][C:7]([C:15]2[CH:16]=[CH:17][C:18]3[O:24][CH2:23][CH2:22][NH:21][CH2:20][C:19]=3[CH:25]=2)=[CH:6][N:5]=1.Cl[C:27]1[C:32]([CH:33]([CH3:35])[CH3:34])=[C:31]([CH3:36])[N:30]=[C:29]([NH2:37])[N:28]=1.C(N(C(C)C)CC)(C)C.O. The catalyst is CN1C(=O)CCC1. The product is [NH2:37][C:29]1[N:28]=[C:27]([N:21]2[CH2:20][C:19]3[CH:25]=[C:15]([C:7]4[CH:8]=[C:9]([NH:10][S:11]([CH3:14])(=[O:13])=[O:12])[C:4]([Cl:3])=[N:5][CH:6]=4)[CH:16]=[CH:17][C:18]=3[O:24][CH2:23][CH2:22]2)[C:32]([CH:33]([CH3:34])[CH3:35])=[C:31]([CH3:36])[N:30]=1. The yield is 0.260. (9) The reactants are C([N:8]1[C:20]2[C:19]([CH3:21])=[C:18]3[N:22](C(OC(C)(C)C)=O)[C:23]4[CH:24]=[CH:25][C:26]([F:29])=[CH:27][C:28]=4[C:17]3=[CH:16][C:15]=2[C:14]2[C:9]1=[CH:10][CH:11]=[C:12]([F:37])[CH:13]=2)(OC(C)(C)C)=O.FC(F)(F)C(O)=O. The catalyst is ClCCl. The product is [F:29][C:26]1[CH:27]=[C:28]2[C:23](=[CH:24][CH:25]=1)[NH:22][C:18]1[C:19]([CH3:21])=[C:20]3[NH:8][C:9]4[CH:10]=[CH:11][C:12]([F:37])=[CH:13][C:14]=4[C:15]3=[CH:16][C:17]2=1. The yield is 0.900.